This data is from TCR-epitope binding with 47,182 pairs between 192 epitopes and 23,139 TCRs. The task is: Binary Classification. Given a T-cell receptor sequence (or CDR3 region) and an epitope sequence, predict whether binding occurs between them. (1) The epitope is ISDYDYYRY. The TCR CDR3 sequence is CASSPIGTLEQYF. Result: 0 (the TCR does not bind to the epitope). (2) The epitope is FLPRVFSAV. The TCR CDR3 sequence is CASSQLSGSYNEQFF. Result: 1 (the TCR binds to the epitope). (3) The epitope is IQYIDIGNY. The TCR CDR3 sequence is CASSFGSYNEQFF. Result: 0 (the TCR does not bind to the epitope). (4) The epitope is KLPDDFTGCV. The TCR CDR3 sequence is CASSLMGSNYGYTF. Result: 1 (the TCR binds to the epitope). (5) The epitope is RLRAEAQVK. The TCR CDR3 sequence is CSARTPATIGTDTQYF. Result: 0 (the TCR does not bind to the epitope). (6) The epitope is MPASWVMRI. The TCR CDR3 sequence is CASSGRQGPPEQFF. Result: 1 (the TCR binds to the epitope).